From a dataset of Forward reaction prediction with 1.9M reactions from USPTO patents (1976-2016). Predict the product of the given reaction. (1) Given the reactants [Cl:1][C:2]1[N:10]2[C:5]([C:6](=[O:12])[NH:7][C:8]([CH3:11])=[N:9]2)=[CH:4][CH:3]=1.C([O-])([O-])=O.[Cs+].[Cs+].[CH2:19](Br)[C:20]1[CH:25]=[CH:24][CH:23]=[CH:22][CH:21]=1, predict the reaction product. The product is: [CH2:19]([N:7]1[C:6](=[O:12])[C:5]2=[CH:4][CH:3]=[C:2]([Cl:1])[N:10]2[N:9]=[C:8]1[CH3:11])[C:20]1[CH:25]=[CH:24][CH:23]=[CH:22][CH:21]=1. (2) Given the reactants [Cl:1][C:2]1[CH:10]=[CH:9][C:8]([S:11]([Cl:14])(=[O:13])=[O:12])=[CH:7][C:3]=1[C:4](O)=[O:5].[Cl:15]CCl.C(Cl)(=O)C(Cl)=O, predict the reaction product. The product is: [Cl:1][C:2]1[CH:10]=[CH:9][C:8]([S:11]([Cl:14])(=[O:13])=[O:12])=[CH:7][C:3]=1[C:4]([Cl:15])=[O:5].